This data is from NCI-60 drug combinations with 297,098 pairs across 59 cell lines. The task is: Regression. Given two drug SMILES strings and cell line genomic features, predict the synergy score measuring deviation from expected non-interaction effect. Drug 1: C1CCC(C1)C(CC#N)N2C=C(C=N2)C3=C4C=CNC4=NC=N3. Drug 2: CS(=O)(=O)OCCCCOS(=O)(=O)C. Cell line: PC-3. Synergy scores: CSS=3.59, Synergy_ZIP=-1.13, Synergy_Bliss=-3.95, Synergy_Loewe=-5.39, Synergy_HSA=-5.55.